This data is from Forward reaction prediction with 1.9M reactions from USPTO patents (1976-2016). The task is: Predict the product of the given reaction. Given the reactants Br[C:2]1[CH:7]=[CH:6][C:5]([Br:8])=[CH:4][CH:3]=1.[Li]CCCC.[F:14][C:15]1[CH:28]=[C:27]([F:29])[CH:26]=[CH:25][C:16]=1/[CH:17]=[N:18]/[S@:19]([C:21]([CH3:24])([CH3:23])[CH3:22])=[O:20], predict the reaction product. The product is: [Br:8][C:5]1[CH:6]=[CH:7][C:2]([C@@H:17]([C:16]2[CH:25]=[CH:26][C:27]([F:29])=[CH:28][C:15]=2[F:14])[NH:18][S@:19]([C:21]([CH3:24])([CH3:23])[CH3:22])=[O:20])=[CH:3][CH:4]=1.